Task: Predict the reaction yield, written as a fraction of the theoretical maximum amount of product (1.0 means a 100% yield; for example, 0.34 means a 34% yield).. Dataset: Reaction yield outcomes from USPTO patents with 853,638 reactions (1) The reactants are [C:1]([O-:4])([OH:3])=[O:2].[Na+].[CH2:6]([O:8][C:9]([C:11]1[S:15][C:14]([NH2:16])=[N:13][C:12]=1[CH3:17])=[O:10])[CH3:7].ClC(O[CH2:22][C:23]1[CH:28]=[CH:27][CH:26]=[CH:25][CH:24]=1)=O. The catalyst is C1COCC1.ClCCl.O. The product is [CH2:6]([O:8][C:9]([C:11]1[S:15][C:14]([NH:16][O:2][C:1]([O:4][CH2:22][C:23]2[CH:28]=[CH:27][CH:26]=[CH:25][CH:24]=2)=[O:3])=[N:13][C:12]=1[CH3:17])=[O:10])[CH3:7]. The yield is 0.480. (2) The reactants are [Br:1][C:2]1[CH:7]=[C:6]([F:8])[CH:5]=[CH:4][C:3]=1[F:9].[N+:10]([O-])([O-:12])=[O:11].[K+]. The catalyst is OS(O)(=O)=O. The product is [Br:1][C:2]1[CH:7]=[C:6]([F:8])[C:5]([N+:10]([O-:12])=[O:11])=[CH:4][C:3]=1[F:9]. The yield is 0.781. (3) The reactants are [NH2:1][CH2:2][C:3]([OH:5])=[O:4].C[N+:7]([CH3:10])(C)C.[OH-].[C:12](#[N:15])[CH:13]=[CH2:14].Cl.[CH3:17][C:18](C)=O. The catalyst is O. The product is [C:12]([CH2:13][CH2:14][N:1]([CH2:17][CH2:18][C:10]#[N:7])[CH2:2][C:3]([OH:5])=[O:4])#[N:15]. The yield is 0.993. (4) The reactants are [N:1]1[CH:6]=[CH:5][CH:4]=[CH:3][CH:2]=1.[Br:7][C:8]1[CH:9]=[C:10]2[C:14](=[CH:15][CH:16]=1)[N:13]([CH3:17])[C:12](=[O:18])[C:11]2=[O:19].FC(F)(F)S(O[C:26]1[CH:31]=[CH:30][CH:29]=[CH:28][C:27]=1[Si](C)(C)C)(=O)=O.[F-].[K+].O1CCOCCOCCOCCOCCOCC1. The catalyst is C1COCC1. The product is [Br:7][C:8]1[CH:9]=[C:10]2[C:14](=[CH:15][CH:16]=1)[N:13]([CH3:17])[C:12](=[O:18])[C:11]2([O:19][C:26]1[CH:31]=[CH:30][CH:29]=[CH:28][CH:27]=1)[C:2]1[CH:3]=[CH:4][CH:5]=[CH:6][N:1]=1. The yield is 0.740.